Dataset: Catalyst prediction with 721,799 reactions and 888 catalyst types from USPTO. Task: Predict which catalyst facilitates the given reaction. (1) Reactant: [CH3:1][N:2]([CH2:4][CH:5]1[CH2:10][CH2:9]/[C:8](=[CH:11]/[C:12]2[CH:13]=[C:14]([CH:18]=[CH:19][CH:20]=2)[C:15]([OH:17])=O)/[CH:7]=[C:6]1[C:21]1[CH:26]=[CH:25][CH:24]=[C:23]([O:27][CH3:28])[CH:22]=1)[CH3:3].C1CCC(N=C=NC2CCCCC2)CC1.O[CH:45]1[CH2:50][C:49](=O)[NH:48][C:46]1=O.C(NCC)C.[Cl-].[Na+]. Product: [CH3:3][N:2]([CH2:4][CH:5]1[CH2:10][CH2:9]/[C:8](=[CH:11]/[C:12]2[CH:13]=[C:14]([CH:18]=[CH:19][CH:20]=2)[C:15]([N:48]([CH2:49][CH3:50])[CH2:46][CH3:45])=[O:17])/[CH:7]=[C:6]1[C:21]1[CH:26]=[CH:25][CH:24]=[C:23]([O:27][CH3:28])[CH:22]=1)[CH3:1]. The catalyst class is: 9. (2) Reactant: [CH3:1][NH:2][CH:3]1[C:12]2[C:7](=[CH:8][CH:9]=[CH:10][CH:11]=2)[CH2:6][CH2:5][CH:4]1[CH3:13].C(N(CC)CC)C.[CH3:21][C:22]1[N:26]([CH2:27][C:28]([N:30]2[CH2:35][CH2:34][CH:33]([C:36]3[S:37][CH:38]=[C:39]([C:41](Cl)=[O:42])[N:40]=3)[CH2:32][CH2:31]2)=[O:29])[N:25]=[C:24]([C:44]([F:47])([F:46])[F:45])[CH:23]=1. Product: [CH3:1][N:2]([CH:3]1[C:12]2[C:7](=[CH:8][CH:9]=[CH:10][CH:11]=2)[CH2:6][CH2:5][CH:4]1[CH3:13])[C:41]([C:39]1[N:40]=[C:36]([CH:33]2[CH2:34][CH2:35][N:30]([C:28](=[O:29])[CH2:27][N:26]3[C:22]([CH3:21])=[CH:23][C:24]([C:44]([F:45])([F:47])[F:46])=[N:25]3)[CH2:31][CH2:32]2)[S:37][CH:38]=1)=[O:42]. The catalyst class is: 4. (3) Reactant: C(N([CH2:6][CH3:7])CC)C.[C:14](O[C:14]([O:16][CH2:17][CH3:18])=O)(=O)[O:16][CH2:17][CH3:18].[CH2:19]([O:21][C:22]([O:24][C:25]1[CH:26]=[C:27]([CH2:37][C@@:38]([NH:43][NH2:44])([CH3:42])[C:39]([O-:41])=[O:40])[CH:28]=[CH:29][C:30]=1[O:31][C:32]([O:34][CH2:35][CH3:36])=[O:33])=[O:23])[CH3:20].[C:45](O)([C:47](F)(F)F)=O.C(Cl)[Cl:53]. Product: [CH2:19]([O:21][C:22]([O:24][C:25]1[CH:26]=[C:27]([CH2:37][C@@:38]([NH:43][NH2:44])([CH3:42])[C:39]([O:41][CH2:14][O:16][C:17]2[CH:18]=[CH:7][C:6]([Cl:53])=[CH:47][CH:45]=2)=[O:40])[CH:28]=[CH:29][C:30]=1[O:31][C:32]([O:34][CH2:35][CH3:36])=[O:33])=[O:23])[CH3:20]. The catalyst class is: 112.